From a dataset of Reaction yield outcomes from USPTO patents with 853,638 reactions. Predict the reaction yield, written as a fraction of the theoretical maximum amount of product (1.0 means a 100% yield; for example, 0.34 means a 34% yield). (1) The reactants are [CH:1]([O:4][C:5](=[O:27])[C:6]1[CH:11]=[CH:10][CH:9]=[C:8]([C:12]#[C:13][C:14]2[CH:19]=[CH:18][C:17]([CH2:20][C:21]([O:23]CC)=[O:22])=[C:16]([F:26])[CH:15]=2)[CH:7]=1)([CH3:3])[CH3:2].[OH-].[Li+]. The catalyst is C(O)(C)C.O1CCCC1. The product is [CH:1]([O:4][C:5](=[O:27])[C:6]1[CH:11]=[CH:10][CH:9]=[C:8]([C:12]#[C:13][C:14]2[CH:19]=[CH:18][C:17]([CH2:20][C:21]([OH:23])=[O:22])=[C:16]([F:26])[CH:15]=2)[CH:7]=1)([CH3:3])[CH3:2]. The yield is 0.970. (2) The reactants are [C:1]([NH:4][C:5]1[CH:12]=[CH:11][CH:10]=[CH:9][C:6]=1[CH2:7][OH:8])(=[O:3])[CH3:2]. The catalyst is C(Cl)(Cl)Cl.O=[Mn]=O. The product is [C:1]([NH:4][C:5]1[CH:12]=[CH:11][CH:10]=[CH:9][C:6]=1[CH:7]=[O:8])(=[O:3])[CH3:2]. The yield is 0.730. (3) The catalyst is [Pd].C(O)C. The yield is 0.573. The reactants are [CH3:1][N:2]([CH3:23])[C:3](=[O:22])[CH2:4][O:5][CH:6]1[CH2:11][CH2:10][N:9](C(OCC2C=CC=CC=2)=O)[CH2:8][CH2:7]1. The product is [CH3:1][N:2]([CH3:23])[C:3](=[O:22])[CH2:4][O:5][CH:6]1[CH2:7][CH2:8][NH:9][CH2:10][CH2:11]1.